This data is from NCI-60 drug combinations with 297,098 pairs across 59 cell lines. The task is: Regression. Given two drug SMILES strings and cell line genomic features, predict the synergy score measuring deviation from expected non-interaction effect. (1) Synergy scores: CSS=31.0, Synergy_ZIP=-12.3, Synergy_Bliss=-18.5, Synergy_Loewe=-11.2, Synergy_HSA=-11.1. Drug 1: C1=C(C(=O)NC(=O)N1)F. Cell line: KM12. Drug 2: CCC1=C2CN3C(=CC4=C(C3=O)COC(=O)C4(CC)O)C2=NC5=C1C=C(C=C5)O. (2) Drug 1: C1CCC(CC1)NC(=O)N(CCCl)N=O. Drug 2: CC1CCCC2(C(O2)CC(NC(=O)CC(C(C(=O)C(C1O)C)(C)C)O)C(=CC3=CSC(=N3)C)C)C. Cell line: NCI-H460. Synergy scores: CSS=7.28, Synergy_ZIP=-3.29, Synergy_Bliss=0.515, Synergy_Loewe=-2.82, Synergy_HSA=-1.72. (3) Drug 1: COC1=CC(=CC(=C1O)OC)C2C3C(COC3=O)C(C4=CC5=C(C=C24)OCO5)OC6C(C(C7C(O6)COC(O7)C8=CC=CS8)O)O. Drug 2: C(=O)(N)NO. Synergy scores: CSS=56.5, Synergy_ZIP=1.15, Synergy_Bliss=2.09, Synergy_Loewe=-5.10, Synergy_HSA=3.93. Cell line: HCT116. (4) Drug 1: CC(C)(C#N)C1=CC(=CC(=C1)CN2C=NC=N2)C(C)(C)C#N. Drug 2: C(CCl)NC(=O)N(CCCl)N=O. Cell line: MCF7. Synergy scores: CSS=-0.419, Synergy_ZIP=-0.394, Synergy_Bliss=-2.76, Synergy_Loewe=-1.96, Synergy_HSA=-2.93. (5) Drug 1: C1=CC(=CC=C1CC(C(=O)O)N)N(CCCl)CCCl.Cl. Drug 2: CC(C)(C#N)C1=CC(=CC(=C1)CN2C=NC=N2)C(C)(C)C#N. Cell line: HCT116. Synergy scores: CSS=6.10, Synergy_ZIP=-2.50, Synergy_Bliss=0.195, Synergy_Loewe=0.841, Synergy_HSA=0.0775. (6) Drug 1: CN(C)N=NC1=C(NC=N1)C(=O)N. Drug 2: C1CN(CCN1C(=O)CCBr)C(=O)CCBr. Cell line: SK-MEL-28. Synergy scores: CSS=-2.21, Synergy_ZIP=-1.29, Synergy_Bliss=-5.82, Synergy_Loewe=-7.29, Synergy_HSA=-7.64.